Predict the product of the given reaction. From a dataset of Forward reaction prediction with 1.9M reactions from USPTO patents (1976-2016). The product is: [CH:39]1([C:37]([NH:36][C:34]2[N:35]=[C:30]3[CH:29]=[CH:28][C:27]([O:26][C:25]4[CH:42]=[CH:43][C:44]([F:45])=[C:23]([NH:22][C:8]([C:5]5[CH:6]=[CH:7][N:3]([CH2:1][CH3:2])[N:4]=5)=[O:10])[CH:24]=4)=[N:32][N:31]3[CH:33]=2)=[O:38])[CH2:40][CH2:41]1. Given the reactants [CH2:1]([N:3]1[CH:7]=[CH:6][C:5]([C:8]([OH:10])=O)=[N:4]1)[CH3:2].CN(C)C=O.C(Cl)(=O)C(Cl)=O.[NH2:22][C:23]1[CH:24]=[C:25]([CH:42]=[CH:43][C:44]=1[F:45])[O:26][C:27]1[CH:28]=[CH:29][C:30]2[N:31]([CH:33]=[C:34]([NH:36][C:37]([CH:39]3[CH2:41][CH2:40]3)=[O:38])[N:35]=2)[N:32]=1, predict the reaction product.